From a dataset of Forward reaction prediction with 1.9M reactions from USPTO patents (1976-2016). Predict the product of the given reaction. (1) The product is: [Cl:1][C:2]1[C:3](=[O:25])[N:4]([CH3:24])[CH:5]=[C:6]([C:9]([N:11]2[CH2:16][CH2:15][CH:14]([C:17]3[CH:22]=[CH:21][C:20]([F:23])=[CH:19][CH:18]=3)[CH2:13][CH2:12]2)=[O:10])[C:7]=1[NH:31][C:30]1[CH:32]=[CH:33][C:27]([F:26])=[CH:28][C:29]=1[CH3:34]. Given the reactants [Cl:1][C:2]1[C:3](=[O:25])[N:4]([CH3:24])[CH:5]=[C:6]([C:9]([N:11]2[CH2:16][CH2:15][CH:14]([C:17]3[CH:22]=[CH:21][C:20]([F:23])=[CH:19][CH:18]=3)[CH2:13][CH2:12]2)=[O:10])[C:7]=1Cl.[F:26][C:27]1[CH:33]=[CH:32][C:30]([NH2:31])=[C:29]([CH3:34])[CH:28]=1, predict the reaction product. (2) Given the reactants [NH2:1][C:2]1[CH:3]=[CH:4][CH:5]=[C:6]2[C:11]=1[N:10]=[CH:9][CH:8]=[CH:7]2.[CH3:12][O:13][C:14]1[CH:19]=[CH:18][CH:17]=[CH:16][C:15]=1[S:20](Cl)(=[O:22])=[O:21], predict the reaction product. The product is: [CH3:12][O:13][C:14]1[CH:19]=[CH:18][CH:17]=[CH:16][C:15]=1[S:20]([NH:1][C:2]1[CH:3]=[CH:4][CH:5]=[C:6]2[C:11]=1[N:10]=[CH:9][CH:8]=[CH:7]2)(=[O:22])=[O:21]. (3) Given the reactants I[C:2]1[CH:3]=[C:4]([N:8]2[C:12]3=[N:13][C:14]([N:17]4[CH2:22][CH2:21][O:20][CH2:19][CH2:18]4)=[CH:15][CH:16]=[C:11]3[C:10]([C:23]([O:25][CH3:26])=[O:24])=[N:9]2)[CH:5]=[CH:6][CH:7]=1.[C:27]([C@:29]1([OH:36])[CH2:33][CH2:32][N:31]([CH3:34])[C:30]1=[O:35])#[CH:28], predict the reaction product. The product is: [OH:36][C@@:29]1([C:27]#[C:28][C:2]2[CH:3]=[C:4]([N:8]3[C:12]4=[N:13][C:14]([N:17]5[CH2:18][CH2:19][O:20][CH2:21][CH2:22]5)=[CH:15][CH:16]=[C:11]4[C:10]([C:23]([O:25][CH3:26])=[O:24])=[N:9]3)[CH:5]=[CH:6][CH:7]=2)[CH2:33][CH2:32][N:31]([CH3:34])[C:30]1=[O:35]. (4) Given the reactants [CH3:1][O:2][C:3](=[O:22])[C:4]1[C:9]([N+:10]([O-:12])=[O:11])=[CH:8][CH:7]=[C:6]([O:13][Si:14]([C:17]([CH3:20])([CH3:19])[CH3:18])([CH3:16])[CH3:15])[C:5]=1[CH3:21].[Br:23]N1C(=O)CCC1=O, predict the reaction product. The product is: [CH3:1][O:2][C:3](=[O:22])[C:4]1[C:9]([N+:10]([O-:12])=[O:11])=[CH:8][CH:7]=[C:6]([O:13][Si:14]([C:17]([CH3:18])([CH3:19])[CH3:20])([CH3:15])[CH3:16])[C:5]=1[CH2:21][Br:23]. (5) Given the reactants [CH2:1]([N:5]([CH2:20][CH2:21][CH3:22])[C:6]1[CH:16]=[CH:15][C:9]([C:10]([O:12][CH2:13][CH3:14])=[O:11])=[CH:8][C:7]=1[N+:17]([O-])=O)[CH:2]([CH3:4])[CH3:3].[H][H], predict the reaction product. The product is: [NH2:17][C:7]1[CH:8]=[C:9]([CH:15]=[CH:16][C:6]=1[N:5]([CH2:1][CH:2]([CH3:4])[CH3:3])[CH2:20][CH2:21][CH3:22])[C:10]([O:12][CH2:13][CH3:14])=[O:11]. (6) Given the reactants Br[C:2]1[CH:7]=[CH:6][C:5]([CH2:8][C:9]([C:11]2[N:12]([S:21]([N:24]([CH3:26])[CH3:25])(=[O:23])=[O:22])[CH:13]=[C:14]([CH2:16][C:17]([CH3:20])([CH3:19])[CH3:18])[N:15]=2)=[O:10])=[CH:4][CH:3]=1.C(=O)([O-])[O-].[Na+].[Na+].[CH3:33][N:34]1[CH:38]=[C:37](B2OC(C)(C)C(C)(C)O2)[C:36]([NH:48][C:49](=[O:55])[O:50][C:51]([CH3:54])([CH3:53])[CH3:52])=[N:35]1.O, predict the reaction product. The product is: [C:51]([O:50][C:49](=[O:55])[NH:48][C:36]1[C:37]([C:2]2[CH:7]=[CH:6][C:5]([CH2:8][C:9]([C:11]3[N:12]([S:21]([N:24]([CH3:26])[CH3:25])(=[O:22])=[O:23])[CH:13]=[C:14]([CH2:16][C:17]([CH3:18])([CH3:19])[CH3:20])[N:15]=3)=[O:10])=[CH:4][CH:3]=2)=[CH:38][N:34]([CH3:33])[N:35]=1)([CH3:54])([CH3:53])[CH3:52].